Dataset: Forward reaction prediction with 1.9M reactions from USPTO patents (1976-2016). Task: Predict the product of the given reaction. (1) Given the reactants [C:1]1([S:7]([C:10]2[CH:15]=[CH:14][C:13]([OH:16])=[C:12]([N+:17]([O-])=O)[CH:11]=2)(=[O:9])=[O:8])[CH:6]=[CH:5][CH:4]=[CH:3][CH:2]=1.O, predict the reaction product. The product is: [NH2:17][C:12]1[CH:11]=[C:10]([S:7]([C:1]2[CH:6]=[CH:5][CH:4]=[CH:3][CH:2]=2)(=[O:9])=[O:8])[CH:15]=[CH:14][C:13]=1[OH:16]. (2) Given the reactants I[C:2]1[C:7]2[N:8]([C:11]3[CH:16]=[CH:15][CH:14]=[CH:13][CH:12]=3)[CH:9]=[N:10][C:6]=2[CH:5]=[C:4]([C:17]([F:20])([F:19])[F:18])[CH:3]=1.[C:21]([C:24]1[CH:25]=[C:26](B(O)O)[CH:27]=[CH:28][CH:29]=1)(=[O:23])[CH3:22].C(O)CCO.C(=O)([O-])[O-].[K+].[K+], predict the reaction product. The product is: [C:21]([C:24]1[CH:29]=[C:28]([C:2]2[C:7]3[N:8]([C:11]4[CH:16]=[CH:15][CH:14]=[CH:13][CH:12]=4)[CH:9]=[N:10][C:6]=3[CH:5]=[C:4]([C:17]([F:20])([F:19])[F:18])[CH:3]=2)[CH:27]=[CH:26][CH:25]=1)(=[O:23])[CH3:22]. (3) Given the reactants [C:1]([C:5]1[N:10]=[C:9]([N:11]2[CH2:16][CH2:15][N:14]([CH2:17][CH2:18][CH2:19][CH2:20][C:21]#[N:22])[CH2:13][CH2:12]2)[CH:8]=[C:7]([CH:23]2[CH2:26][CH2:25][CH2:24]2)[N:6]=1)([CH3:4])([CH3:3])[CH3:2].[CH2:27]([OH:29])[CH3:28].[ClH:30], predict the reaction product. The product is: [ClH:30].[CH2:27]([O:29][C:21](=[NH:22])[CH2:20][CH2:19][CH2:18][CH2:17][N:14]1[CH2:13][CH2:12][N:11]([C:9]2[CH:8]=[C:7]([CH:23]3[CH2:26][CH2:25][CH2:24]3)[N:6]=[C:5]([C:1]([CH3:4])([CH3:2])[CH3:3])[N:10]=2)[CH2:16][CH2:15]1)[CH3:28]. (4) Given the reactants [N:1]1[CH:6]=[CH:5][C:4]([C:7]2[CH:17]=[CH:16][C:10]3[CH2:11][CH2:12][NH:13][CH2:14][CH2:15][C:9]=3[CH:8]=2)=[CH:3][CH:2]=1.[C:18]1(=O)[CH2:22][CH2:21][CH2:20][CH2:19]1.C(O)(=O)C.ClCCl.C(O[BH-](OC(=O)C)OC(=O)C)(=O)C.[Na+], predict the reaction product. The product is: [CH:18]1([N:13]2[CH2:12][CH2:11][C:10]3[CH:16]=[CH:17][C:7]([C:4]4[CH:5]=[CH:6][N:1]=[CH:2][CH:3]=4)=[CH:8][C:9]=3[CH2:15][CH2:14]2)[CH2:22][CH2:21][CH2:20][CH2:19]1. (5) Given the reactants [OH-].[Na+].[C:3]([O:7][C:8]([N:10]([C:39]([O:41][C:42]([CH3:45])([CH3:44])[CH3:43])=[O:40])[C:11]1[C:16]([C:17]([O:19][CH3:20])=[O:18])=[C:15]([O:21]S(C2C=CC(C)=CC=2)(=O)=O)[C:14]([C:32]2[CH:36]=[CH:35][O:34][C:33]=2[CH2:37][OH:38])=[CH:13][CH:12]=1)=[O:9])([CH3:6])([CH3:5])[CH3:4], predict the reaction product. The product is: [C:42]([O:41][C:39]([N:10]([C:8]([O:7][C:3]([CH3:6])([CH3:5])[CH3:4])=[O:9])[C:11]1[C:16]([C:17]([O:19][CH3:20])=[O:18])=[C:15]([OH:21])[C:14]([C:32]2[CH:36]=[CH:35][O:34][C:33]=2[CH2:37][OH:38])=[CH:13][CH:12]=1)=[O:40])([CH3:44])([CH3:45])[CH3:43]. (6) Given the reactants [NH2:1][CH2:2][C:3]1[C:8]([CH3:9])=[N:7][C:6]2[N:10]([CH2:13][CH3:14])[N:11]=[CH:12][C:5]=2[C:4]=1[NH:15][CH:16]1[CH2:21][CH2:20][O:19][CH2:18][CH2:17]1.[F:22][C:23]([F:33])([F:32])[C:24]1[O:28][C:27]([C:29](O)=[O:30])=[CH:26][CH:25]=1, predict the reaction product. The product is: [CH2:13]([N:10]1[C:6]2=[N:7][C:8]([CH3:9])=[C:3]([CH2:2][NH:1][C:29]([C:27]3[O:28][C:24]([C:23]([F:33])([F:22])[F:32])=[CH:25][CH:26]=3)=[O:30])[C:4]([NH:15][CH:16]3[CH2:17][CH2:18][O:19][CH2:20][CH2:21]3)=[C:5]2[CH:12]=[N:11]1)[CH3:14]. (7) Given the reactants [Cl:1][C:2]1[C:3]([O:12][C:13]2[CH:18]=[C:17]([O:19][CH:20]([CH3:22])[CH3:21])[CH:16]=[CH:15][C:14]=2[CH2:23][CH2:24][CH2:25][CH2:26][OH:27])=[N:4][CH:5]=[C:6]([C:8]([F:11])([F:10])[F:9])[CH:7]=1.O[C:29]1[CH:33]=[C:32]([CH2:34][CH2:35][C:36]([O:38]CC)=[O:37])[N:31]([C:41]2[CH:46]=[CH:45][CH:44]=[CH:43][CH:42]=2)[N:30]=1.C(P(CCCC)CCCC)CCC.N(C(N1CCCCC1)=O)=NC(N1CCCCC1)=O.O1CCCC1CO.[OH-].[Na+].Cl, predict the reaction product. The product is: [Cl:1][C:2]1[C:3]([O:12][C:13]2[CH:18]=[C:17]([O:19][CH:20]([CH3:21])[CH3:22])[CH:16]=[CH:15][C:14]=2[CH2:23][CH2:24][CH2:25][CH2:26][O:27][C:29]2[CH:33]=[C:32]([CH2:34][CH2:35][C:36]([OH:38])=[O:37])[N:31]([C:41]3[CH:46]=[CH:45][CH:44]=[CH:43][CH:42]=3)[N:30]=2)=[N:4][CH:5]=[C:6]([C:8]([F:11])([F:10])[F:9])[CH:7]=1.